This data is from Catalyst prediction with 721,799 reactions and 888 catalyst types from USPTO. The task is: Predict which catalyst facilitates the given reaction. Reactant: Cl[CH2:2][CH2:3][CH2:4][N:5]1[C:10]2[CH:11]=[CH:12][CH:13]=[CH:14][C:9]=2[O:8][CH2:7][C:6]1=[O:15].[CH:16]1([CH2:19][O:20][CH:21]2[CH2:26][CH2:25][NH:24][CH2:23][CH2:22]2)[CH2:18][CH2:17]1.[Na+].[I-].C([O-])([O-])=O.[K+].[K+]. Product: [CH:16]1([CH2:19][O:20][CH:21]2[CH2:26][CH2:25][N:24]([CH2:2][CH2:3][CH2:4][N:5]3[C:10]4[CH:11]=[CH:12][CH:13]=[CH:14][C:9]=4[O:8][CH2:7][C:6]3=[O:15])[CH2:23][CH2:22]2)[CH2:17][CH2:18]1. The catalyst class is: 23.